This data is from Catalyst prediction with 721,799 reactions and 888 catalyst types from USPTO. The task is: Predict which catalyst facilitates the given reaction. (1) Reactant: [Cl:1][C:2]1[N:7]=[CH:6][N:5]=[C:4]([NH:8][CH2:9][CH3:10])[C:3]=1[NH2:11].C([O:14][C:15]([C:17]1[CH:18]=[N:19][C:20]([CH3:23])=[N:21][CH:22]=1)=O)C.CC(C)([O-])C.[Na+].C(O)(=O)C. Product: [Cl:1][C:2]1[C:3]([NH:11][C:15]([C:17]2[CH:18]=[N:19][C:20]([CH3:23])=[N:21][CH:22]=2)=[O:14])=[C:4]([NH:8][CH2:9][CH3:10])[N:5]=[CH:6][N:7]=1. The catalyst class is: 57. (2) Reactant: C(C1C=C(NC2N=C(N3C=CC(C(F)(F)F)=N3)C(C3C=C(C(OC)=O)C(OC)=NC=3)=CN=2)C=C(OC)C=1)#N.[C:39]([C:41]1[CH:42]=[C:43]([NH:49][C:50]2[N:55]=[C:54]([N:56]3[C:60]([CH3:61])=[CH:59][C:58]([C:62]([F:65])([F:64])[F:63])=[N:57]3)[C:53]([C:66]3[CH:67]=[C:68]([C:74]([O:76]C)=[O:75])[C:69]([O:72][CH3:73])=[N:70][CH:71]=3)=[CH:52][N:51]=2)[CH:44]=[C:45]([O:47][CH3:48])[CH:46]=1)#[N:40].[OH-].[Na+].Cl. Product: [C:39]([C:41]1[CH:42]=[C:43]([NH:49][C:50]2[N:55]=[C:54]([N:56]3[C:60]([CH3:61])=[CH:59][C:58]([C:62]([F:65])([F:64])[F:63])=[N:57]3)[C:53]([C:66]3[CH:67]=[C:68]([C:74]([OH:76])=[O:75])[C:69]([O:72][CH3:73])=[N:70][CH:71]=3)=[CH:52][N:51]=2)[CH:44]=[C:45]([O:47][CH3:48])[CH:46]=1)#[N:40]. The catalyst class is: 38. (3) Reactant: [CH3:1][C:2]1[C:11]([N+:12]([O-])=O)=[C:10]([CH3:15])[CH:9]=[CH:8][C:3]=1[C:4]([O:6][CH3:7])=[O:5]. Product: [NH2:12][C:11]1[C:2]([CH3:1])=[C:3]([CH:8]=[CH:9][C:10]=1[CH3:15])[C:4]([O:6][CH3:7])=[O:5]. The catalyst class is: 19. (4) Reactant: C([O:8][C@@H:9]1[C@@H:18]([O:19][C:20]2[CH:25]=[CH:24][C:23]([C:26]3[CH:31]=[CH:30][CH:29]=[C:28]([C:32]([NH:34][CH3:35])=[O:33])[CH:27]=3)=[CH:22][CH:21]=2)[O:17][C@H:16]2[C@@H:11]([O:12]C(C3C=CC=CC=3)[O:14][CH2:15]2)[C@@H:10]1[F:42])C1C=CC=CC=1. Product: [F:42][C@H:10]1[C@H:11]([OH:12])[C@@H:16]([CH2:15][OH:14])[O:17][C@H:18]([O:19][C:20]2[CH:21]=[CH:22][C:23]([C:26]3[CH:31]=[CH:30][CH:29]=[C:28]([C:32]([NH:34][CH3:35])=[O:33])[CH:27]=3)=[CH:24][CH:25]=2)[C@H:9]1[OH:8]. The catalyst class is: 105. (5) The catalyst class is: 1. Reactant: [CH2:1]([C:8]1[CH:9]=[C:10]([C:14](=[O:16])[CH3:15])[CH:11]=[CH:12][CH:13]=1)[C:2]1[CH:7]=[CH:6][CH:5]=[CH:4][CH:3]=1.CC[O-].[Na+].C([O:23][C:24]([C:26]1[N:30]([C:31]([C:44]2[CH:49]=[CH:48][CH:47]=[CH:46][CH:45]=2)([C:38]2[CH:43]=[CH:42][CH:41]=[CH:40][CH:39]=2)[C:32]2[CH:37]=[CH:36][CH:35]=[CH:34][CH:33]=2)[CH:29]=[N:28][N:27]=1)=O)C. Product: [CH2:1]([C:8]1[CH:9]=[C:10]([C:14](=[O:16])[CH2:15][C:24]([C:26]2[N:30]([C:31]([C:32]3[CH:37]=[CH:36][CH:35]=[CH:34][CH:33]=3)([C:38]3[CH:39]=[CH:40][CH:41]=[CH:42][CH:43]=3)[C:44]3[CH:49]=[CH:48][CH:47]=[CH:46][CH:45]=3)[CH:29]=[N:28][N:27]=2)=[O:23])[CH:11]=[CH:12][CH:13]=1)[C:2]1[CH:3]=[CH:4][CH:5]=[CH:6][CH:7]=1. (6) Reactant: [H-].[Na+].[Cl:3][C:4]1[CH:5]=[C:6]([CH:10]2[C:16]3[CH:17]=[C:18]([C:21]([C:29]4[CH:34]=[CH:33][C:32]([Cl:35])=[CH:31][CH:30]=4)([OH:28])[C:22]4[N:26]([CH3:27])[CH:25]=[N:24][CH:23]=4)[CH:19]=[CH:20][C:15]=3[NH:14][C:13](=[O:36])[CH2:12][S:11]2)[CH:7]=[CH:8][CH:9]=1.IC.[CH3:39]COC(C)=O. Product: [Cl:3][C:4]1[CH:5]=[C:6]([CH:10]2[C:16]3[CH:17]=[C:18]([C:21]([C:29]4[CH:30]=[CH:31][C:32]([Cl:35])=[CH:33][CH:34]=4)([OH:28])[C:22]4[N:26]([CH3:27])[CH:25]=[N:24][CH:23]=4)[CH:19]=[CH:20][C:15]=3[N:14]([CH3:39])[C:13](=[O:36])[CH2:12][S:11]2)[CH:7]=[CH:8][CH:9]=1. The catalyst class is: 1. (7) Reactant: [CH:1]([C:3]1[CH:27]=[CH:26][C:6]([O:7][CH2:8][C:9]2[N:10]=[C:11]([C:15]3[CH:16]=[CH:17][C:18]([CH3:25])=[C:19]([CH:24]=3)[C:20]([O:22][CH3:23])=[O:21])[O:12][C:13]=2[CH3:14])=[C:5]([O:28][CH3:29])[CH:4]=1)=[O:2].C(O)C.[BH4-].[Na+].O. Product: [OH:2][CH2:1][C:3]1[CH:27]=[CH:26][C:6]([O:7][CH2:8][C:9]2[N:10]=[C:11]([C:15]3[CH:16]=[CH:17][C:18]([CH3:25])=[C:19]([CH:24]=3)[C:20]([O:22][CH3:23])=[O:21])[O:12][C:13]=2[CH3:14])=[C:5]([O:28][CH3:29])[CH:4]=1. The catalyst class is: 7. (8) Reactant: Cl.[NH:2]([C:9]1([C:14]([OH:16])=O)[CH2:13][CH2:12][CH2:11][CH2:10]1)[C:3]1[CH:8]=[CH:7][CH:6]=[CH:5][CH:4]=1.O.N1(O)C2C=CC=CC=2N=N1.[NH:28]([C:30]([O:32][C:33]([CH3:36])([CH3:35])[CH3:34])=[O:31])[NH2:29].C(N(C(C)C)CC)C. Product: [NH:2]([C:9]1([C:14]([NH:29][NH:28][C:30]([O:32][C:33]([CH3:36])([CH3:35])[CH3:34])=[O:31])=[O:16])[CH2:10][CH2:11][CH2:12][CH2:13]1)[C:3]1[CH:4]=[CH:5][CH:6]=[CH:7][CH:8]=1. The catalyst class is: 3. (9) Reactant: [F:1][C:2]1[CH:7]=[CH:6][C:5]([F:8])=[CH:4][C:3]=1[C:9](=[O:18])/[CH:10]=[CH:11]/[C:12]1[CH:17]=[CH:16][CH:15]=[CH:14][CH:13]=1.Cl.[CH2:20]([NH:27][OH:28])[C:21]1[CH:26]=[CH:25][CH:24]=[CH:23][CH:22]=1. Product: [CH2:20]([N:27]1[CH:11]([C:12]2[CH:13]=[CH:14][CH:15]=[CH:16][CH:17]=2)[CH2:10][C:9]([C:3]2[CH:4]=[C:5]([F:8])[CH:6]=[CH:7][C:2]=2[F:1])([OH:18])[O:28]1)[C:21]1[CH:26]=[CH:25][CH:24]=[CH:23][CH:22]=1. The catalyst class is: 8.